Dataset: Catalyst prediction with 721,799 reactions and 888 catalyst types from USPTO. Task: Predict which catalyst facilitates the given reaction. Reactant: Cl[C:2]1[C:7]([CH2:8][CH:9]([CH3:11])[CH3:10])=[C:6]([N:12]2[CH2:17][CH2:16][CH:15]([C:18]3[N:27]=[C:26]4[C:21]([CH2:22][CH2:23][CH2:24][NH:25]4)=[CH:20][CH:19]=3)[CH2:14][CH2:13]2)[N:5]=[CH:4][N:3]=1.[NH2:28][CH2:29][C@@H:30]([C:42]([O:44][C:45]([CH3:48])([CH3:47])[CH3:46])=[O:43])[NH:31][C:32]([O:34][CH2:35][C:36]1[CH:41]=[CH:40][CH:39]=[CH:38][CH:37]=1)=[O:33].[F-].[Cs+].C1(P(C2C=CC=CC=2)C2C=CC3C(=CC=CC=3)C=2C2C3C(=CC=CC=3)C=CC=2P(C2C=CC=CC=2)C2C=CC=CC=2)C=CC=CC=1. Product: [CH3:46][C:45]([O:44][C:42](=[O:43])[C@H:30]([CH2:29][NH:28][C:2]1[C:7]([CH2:8][CH:9]([CH3:11])[CH3:10])=[C:6]([N:12]2[CH2:17][CH2:16][CH:15]([C:18]3[N:27]=[C:26]4[C:21]([CH2:22][CH2:23][CH2:24][NH:25]4)=[CH:20][CH:19]=3)[CH2:14][CH2:13]2)[N:5]=[CH:4][N:3]=1)[NH:31][C:32]([O:34][CH2:35][C:36]1[CH:41]=[CH:40][CH:39]=[CH:38][CH:37]=1)=[O:33])([CH3:48])[CH3:47]. The catalyst class is: 62.